From a dataset of NCI-60 drug combinations with 297,098 pairs across 59 cell lines. Regression. Given two drug SMILES strings and cell line genomic features, predict the synergy score measuring deviation from expected non-interaction effect. (1) Cell line: 786-0. Drug 2: N.N.Cl[Pt+2]Cl. Drug 1: C1=CN(C=N1)CC(O)(P(=O)(O)O)P(=O)(O)O. Synergy scores: CSS=57.4, Synergy_ZIP=-2.35, Synergy_Bliss=-2.85, Synergy_Loewe=-3.59, Synergy_HSA=-1.88. (2) Drug 1: C1=CC=C(C=C1)NC(=O)CCCCCCC(=O)NO. Drug 2: C(CCl)NC(=O)N(CCCl)N=O. Cell line: UACC-257. Synergy scores: CSS=17.1, Synergy_ZIP=-6.22, Synergy_Bliss=1.42, Synergy_Loewe=-7.33, Synergy_HSA=2.30.